From a dataset of Reaction yield outcomes from USPTO patents with 853,638 reactions. Predict the reaction yield, written as a fraction of the theoretical maximum amount of product (1.0 means a 100% yield; for example, 0.34 means a 34% yield). (1) The reactants are [CH3:1][O:2][C:3]1[CH:4]=[C:5](B(O)O)[CH:6]=[CH:7][CH:8]=1.Br[C:13]1[CH:14]=[CH:15][C:16]([F:22])=[C:17]([N+:19]([O-:21])=[O:20])[CH:18]=1.C(=O)([O-])[O-].[Na+].[Na+].C1(C)C=CC=CC=1. The catalyst is O.C1C=CC([P]([Pd]([P](C2C=CC=CC=2)(C2C=CC=CC=2)C2C=CC=CC=2)([P](C2C=CC=CC=2)(C2C=CC=CC=2)C2C=CC=CC=2)[P](C2C=CC=CC=2)(C2C=CC=CC=2)C2C=CC=CC=2)(C2C=CC=CC=2)C2C=CC=CC=2)=CC=1. The product is [F:22][C:16]1[CH:15]=[CH:14][C:13]([C:5]2[CH:6]=[CH:7][CH:8]=[C:3]([O:2][CH3:1])[CH:4]=2)=[CH:18][C:17]=1[N+:19]([O-:21])=[O:20]. The yield is 0.770. (2) The reactants are [NH2:1][C:2]1[C:3]2[N:4]([C:8]([C@@H:26]3[CH2:31][CH2:30][CH2:29][CH2:28][NH:27]3)=[N:9][C:10]=2[C:11]2[CH:25]=[CH:24][C:14]([C:15]([NH:17][C:18]3[N:19]=[N:20][CH:21]=[CH:22][CH:23]=3)=[O:16])=[CH:13][CH:12]=2)[CH:5]=[CH:6][N:7]=1.[C:32](O)(=[O:36])[C:33]#[C:34][CH3:35]. No catalyst specified. The product is [NH2:1][C:2]1[C:3]2[N:4]([C:8]([C@@H:26]3[CH2:31][CH2:30][CH2:29][CH2:28][N:27]3[C:32](=[O:36])[C:33]#[C:34][CH3:35])=[N:9][C:10]=2[C:11]2[CH:25]=[CH:24][C:14]([C:15]([NH:17][C:18]3[N:19]=[N:20][CH:21]=[CH:22][CH:23]=3)=[O:16])=[CH:13][CH:12]=2)[CH:5]=[CH:6][N:7]=1. The yield is 0.318. (3) The reactants are [O:1]1[C:9]2[CH:8]=[CH:7][N:6]=[CH:5][C:4]=2[N:3]=[C:2]1[C:10]1[CH:19]=[CH:18][C:13]([C:14]([O:16]C)=[O:15])=[CH:12][CH:11]=1.[Li+:20].[OH-]. The catalyst is CO.C1COCC1. The product is [O:1]1[C:9]2[CH:8]=[CH:7][N:6]=[CH:5][C:4]=2[N:3]=[C:2]1[C:10]1[CH:11]=[CH:12][C:13]([C:14]([O-:16])=[O:15])=[CH:18][CH:19]=1.[Li+:20]. The yield is 0.800. (4) The reactants are [CH3:1][O:2][C:3]1[CH:4]=[C:5]([N:12]2[CH2:17][CH2:16][P:15](=[O:19])([CH3:18])[CH2:14][CH2:13]2)[CH:6]=[CH:7][C:8]=1[N+:9]([O-])=O. The catalyst is [Pd].C(O)C. The product is [CH3:1][O:2][C:3]1[CH:4]=[C:5]([N:12]2[CH2:17][CH2:16][P:15]([CH3:18])(=[O:19])[CH2:14][CH2:13]2)[CH:6]=[CH:7][C:8]=1[NH2:9]. The yield is 0.870. (5) The reactants are [CH2:1]([N:8]([CH3:16])[CH:9]1[CH2:14][CH2:13][C:12](=O)[CH2:11][CH2:10]1)[C:2]1[CH:7]=[CH:6][CH:5]=[CH:4][CH:3]=1.Cl.Cl.[CH2:19]1[C:28]2[C:23](=[CH:24][N:25]=[CH:26][CH:27]=2)[CH2:22][CH2:21][NH:20]1.[BH3-]C#N.[Na+]. The catalyst is CO. The product is [CH2:1]([N:8]([CH3:16])[CH:9]1[CH2:14][CH2:13][CH:12]([N:25]2[CH2:26][CH2:27][C:28]3[C:23](=[CH:22][CH:21]=[N:20][CH:19]=3)[CH2:24]2)[CH2:11][CH2:10]1)[C:2]1[CH:7]=[CH:6][CH:5]=[CH:4][CH:3]=1. The yield is 0.380. (6) The catalyst is C1COCC1. The product is [Cl:1][C:2]1[CH:7]=[C:6]([Cl:8])[CH:5]=[CH:4][C:3]=1[CH:9]([CH3:16])[C:10]([O:12][CH3:13])=[O:11]. The reactants are [Cl:1][C:2]1[CH:7]=[C:6]([Cl:8])[CH:5]=[CH:4][C:3]=1[CH2:9][C:10]([O:12][CH3:13])=[O:11].[H-].[Na+].[CH3:16]I. The yield is 0.508.